From a dataset of Full USPTO retrosynthesis dataset with 1.9M reactions from patents (1976-2016). Predict the reactants needed to synthesize the given product. Given the product [CH3:29][O:26][C:23]1[CH:24]=[CH:25][C:20]([CH:15]2[C:14]([CH3:28])([CH3:27])[O:13][C:12]([NH:11][C@H:4]([C:5]3[CH:10]=[CH:9][CH:8]=[CH:7][CH:6]=3)[CH2:3][CH2:2][OH:1])=[N:17][S:16]2(=[O:18])=[O:19])=[CH:21][CH:22]=1, predict the reactants needed to synthesize it. The reactants are: [OH:1][CH2:2][CH2:3][C@H:4]([NH:11][C:12]1[O:13][C:14]([CH3:28])([CH3:27])[CH:15]([C:20]2[CH:25]=[CH:24][C:23]([OH:26])=[CH:22][CH:21]=2)[S:16](=[O:19])(=[O:18])[N:17]=1)[C:5]1[CH:10]=[CH:9][CH:8]=[CH:7][CH:6]=1.[CH3:29]C(C)([O-])C.[K+].CI.